This data is from Reaction yield outcomes from USPTO patents with 853,638 reactions. The task is: Predict the reaction yield, written as a fraction of the theoretical maximum amount of product (1.0 means a 100% yield; for example, 0.34 means a 34% yield). The reactants are [F:1][C:2]([C:5]1[CH:9]=[C:8]([NH2:10])[O:7][N:6]=1)([CH3:4])[CH3:3].C([O-])([O-])=O.[K+].[K+].[C:17](Cl)(=[O:25])[O:18][C:19]1[CH:24]=[CH:23][CH:22]=[CH:21][CH:20]=1.O. The catalyst is C1COCC1. The product is [F:1][C:2]([C:5]1[CH:9]=[C:8]([NH:10][C:17](=[O:25])[O:18][C:19]2[CH:24]=[CH:23][CH:22]=[CH:21][CH:20]=2)[O:7][N:6]=1)([CH3:4])[CH3:3]. The yield is 0.760.